This data is from Reaction yield outcomes from USPTO patents with 853,638 reactions. The task is: Predict the reaction yield, written as a fraction of the theoretical maximum amount of product (1.0 means a 100% yield; for example, 0.34 means a 34% yield). (1) The reactants are [N:1]1[CH:6]=[CH:5][CH:4]=[CH:3][CH:2]=1.[F:7][C:8]([F:21])([F:20])[S:9]([O:12]S(C(F)(F)F)(=O)=O)(=[O:11])=[O:10]. The catalyst is C(Cl)Cl. The product is [O:12]([C:2]1[CH:3]=[CH:4][CH:5]=[CH:6][N:1]=1)[S:9]([C:8]([F:21])([F:20])[F:7])(=[O:11])=[O:10]. The yield is 0.910. (2) The reactants are [NH2:1][C:2]1[CH:3]=[C:4]([C:8]2[C:9]([NH2:28])=[N:10][CH:11]=[N:12][C:13]=2[O:14][C:15]2[CH:20]=[CH:19][C:18]([O:21][C:22]3[CH:27]=[CH:26][CH:25]=[CH:24][CH:23]=3)=[CH:17][CH:16]=2)[CH:5]=[CH:6][CH:7]=1.[C:29]([C:31]1([C:34](O)=[O:35])[CH2:33][CH2:32]1)#[N:30]. No catalyst specified. The product is [NH2:28][C:9]1[C:8]([C:4]2[CH:3]=[C:2]([NH:1][C:34]([C:31]3([C:29]#[N:30])[CH2:33][CH2:32]3)=[O:35])[CH:7]=[CH:6][CH:5]=2)=[C:13]([O:14][C:15]2[CH:20]=[CH:19][C:18]([O:21][C:22]3[CH:27]=[CH:26][CH:25]=[CH:24][CH:23]=3)=[CH:17][CH:16]=2)[N:12]=[CH:11][N:10]=1. The yield is 0.660. (3) The reactants are [C:1]([C:3]1[CH:4]=[C:5]([CH2:14][C:15]2[CH:16]=[C:17]([CH:22]=[CH:23][N:24]=2)[C:18]([O:20]C)=[O:19])[CH:6]=[C:7]2[C:12]=1[N:11]=[CH:10][C:9]([CH3:13])=[CH:8]2)#[N:2].O[Li].O.Cl. The catalyst is C1COCC1.O. The product is [C:1]([C:3]1[CH:4]=[C:5]([CH2:14][C:15]2[CH:16]=[C:17]([CH:22]=[CH:23][N:24]=2)[C:18]([OH:20])=[O:19])[CH:6]=[C:7]2[C:12]=1[N:11]=[CH:10][C:9]([CH3:13])=[CH:8]2)#[N:2]. The yield is 0.910. (4) The reactants are [CH2:1]([N:5]1[C:11]2[CH:12]=[CH:13][CH:14]=[CH:15][C:10]=2[CH2:9][CH2:8][C@@H:7]([NH:16][C:17](=[O:26])[O:18][CH2:19][C:20]2[CH:25]=[CH:24][CH:23]=[CH:22][CH:21]=2)[C:6]1=O)[C:2]([CH3:4])=O.C([O-])(=O)C.[NH4+:32].[OH-].[NH4+]. The catalyst is C(O)(=O)C. The product is [NH3:5].[CH3:4][C:2]1[N:32]=[C:6]2[CH:7]([NH:16][C:17](=[O:26])[O:18][CH2:19][C:20]3[CH:25]=[CH:24][CH:23]=[CH:22][CH:21]=3)[CH2:8][CH2:9][C:10]3[CH:15]=[CH:14][CH:13]=[CH:12][C:11]=3[N:5]2[CH:1]=1. The yield is 0.100. (5) The yield is 0.770. The reactants are [CH3:1][CH:2]([CH3:28])[CH2:3][C@H:4]([C:20]1([C:25]([NH2:27])=[O:26])[CH2:24][CH:23]=[CH:22][CH2:21]1)[C:5](=[O:19])[NH:6][CH:7]1[C:13](=[O:14])[NH:12][C:11]2[CH:15]=[CH:16][CH:17]=[CH:18][C:10]=2[CH2:9][CH2:8]1.C([O-])([O-])=O.[K+].[K+].[F:35][C:36]1[CH:50]=[CH:49][CH:48]=[CH:47][C:37]=1[O:38][C:39]1[CH:40]=[C:41]([CH:44]=[CH:45][CH:46]=1)[CH2:42]Br. The product is [F:35][C:36]1[CH:50]=[CH:49][CH:48]=[CH:47][C:37]=1[O:38][C:39]1[CH:40]=[C:41]([CH:44]=[CH:45][CH:46]=1)[CH2:42][N:12]1[C:13](=[O:14])[CH:7]([NH:6][C:5]([CH:4]([C:20]2([C:25]([NH2:27])=[O:26])[CH2:21][CH:22]=[CH:23][CH2:24]2)[CH2:3][CH:2]([CH3:28])[CH3:1])=[O:19])[CH2:8][CH2:9][C:10]2[CH:18]=[CH:17][CH:16]=[CH:15][C:11]1=2. The catalyst is CC#N. (6) The reactants are [F:1][C:2]1[CH:3]=[C:4]2[C:8](=[CH:9][CH:10]=1)[NH:7][CH:6]=[C:5]2[CH3:11].[H-].[Na+].[CH3:14][O:15][C:16]1[CH:21]=[CH:20][C:19]([S:22](Cl)(=[O:24])=[O:23])=[CH:18][C:17]=1[N:26]1[CH2:31][CH2:30][N:29]([C:32](=[O:37])[C:33]([Cl:36])([Cl:35])[Cl:34])[CH2:28][CH2:27]1. The catalyst is C1COCC1. The product is [Cl:36][C:33]([Cl:34])([Cl:35])[C:32]([N:29]1[CH2:30][CH2:31][N:26]([C:17]2[CH:18]=[C:19]([S:22]([N:7]3[C:8]4[C:4](=[CH:3][C:2]([F:1])=[CH:10][CH:9]=4)[C:5]([CH3:11])=[CH:6]3)(=[O:23])=[O:24])[CH:20]=[CH:21][C:16]=2[O:15][CH3:14])[CH2:27][CH2:28]1)=[O:37]. The yield is 0.470. (7) The reactants are [CH2:1]([O:3][C:4]1[CH:9]=[CH:8][C:7]([N:10]2[CH:18]=[N:17][C:16]3[C:11]2=[N:12][C:13]([NH:19][C:20]2[CH:21]=[N:22][N:23]([CH2:25][CH2:26][CH2:27][CH:28]4[CH2:33][CH2:32][N:31](C(OC(C)(C)C)=O)[CH2:30][CH2:29]4)[CH:24]=2)=[N:14][CH:15]=3)=[CH:6][CH:5]=1)[CH3:2].[ClH:41]. The catalyst is C(Cl)Cl.O1CCOCC1. The product is [ClH:41].[CH2:1]([O:3][C:4]1[CH:5]=[CH:6][C:7]([N:10]2[CH:18]=[N:17][C:16]3[C:11]2=[N:12][C:13]([NH:19][C:20]2[CH:21]=[N:22][N:23]([CH2:25][CH2:26][CH2:27][CH:28]4[CH2:33][CH2:32][NH:31][CH2:30][CH2:29]4)[CH:24]=2)=[N:14][CH:15]=3)=[CH:8][CH:9]=1)[CH3:2]. The yield is 0.160. (8) The reactants are C([O:4][C:5]1[CH:10]=[CH:9][C:8]([CH:11]=[O:12])=[C:7]([N+:13]([O-:15])=[O:14])[C:6]=1[O:16][CH3:17])(=O)C.C(=O)([O-])[O-].[K+].[K+].Cl. The yield is 0.880. The catalyst is CO.O. The product is [OH:4][C:5]1[CH:10]=[CH:9][C:8]([CH:11]=[O:12])=[C:7]([N+:13]([O-:15])=[O:14])[C:6]=1[O:16][CH3:17]. (9) The reactants are [CH3:1][O:2][C:3]1[CH:4]=[C:5]([CH2:11][CH2:12][N:13]2[CH:22]=[C:21]([C:23]([OH:25])=O)[C:20]3[N:19]=[C:18]4[C:26]([CH3:30])=[CH:27][CH:28]=[CH:29][C:17]4=[CH:16][C:15]=3[C:14]2=[O:31])[CH:6]=[CH:7][C:8]=1[O:9][CH3:10].[CH:32]1[N:36]=[CH:35][N:34]([C:37](N2C=NC=C2)=O)[CH:33]=1. The catalyst is C(#N)C. The product is [CH3:35][N:34]([CH3:37])[CH2:33][CH2:32][NH:36][C:23]([C:21]1[C:20]2[N:19]=[C:18]3[C:26]([CH3:30])=[CH:27][CH:28]=[CH:29][C:17]3=[CH:16][C:15]=2[C:14](=[O:31])[N:13]([CH2:12][CH2:11][C:5]2[CH:6]=[CH:7][C:8]([O:9][CH3:10])=[C:3]([O:2][CH3:1])[CH:4]=2)[CH:22]=1)=[O:25]. The yield is 0.810. (10) The reactants are [C:1]([NH:5][C:6]1[C:11]([C:12]([NH2:14])=[O:13])=[CH:10][N:9]=[C:8](S(C)(=O)=O)[N:7]=1)([CH3:4])([CH3:3])[CH3:2].[NH2:19][C@@H:20]1[CH2:25][CH2:24][CH2:23][C@H:22]([OH:26])[CH2:21]1.CCN(C(C)C)C(C)C. The catalyst is CN1C(=O)CCC1. The product is [C:1]([NH:5][C:6]1[C:11]([C:12]([NH2:14])=[O:13])=[CH:10][N:9]=[C:8]([NH:19][C@@H:20]2[CH2:25][CH2:24][CH2:23][C@H:22]([OH:26])[CH2:21]2)[N:7]=1)([CH3:4])([CH3:3])[CH3:2]. The yield is 0.750.